From a dataset of Reaction yield outcomes from USPTO patents with 853,638 reactions. Predict the reaction yield, written as a fraction of the theoretical maximum amount of product (1.0 means a 100% yield; for example, 0.34 means a 34% yield). (1) The product is [O:1]1[C:5]2[CH:6]=[CH:7][C:8]([C:10]3([C:13]([NH:15][C:16]4[CH:17]=[CH:18][C:19]([CH3:31])=[C:20]([C:22]5[CH:27]=[C:26]([CH3:28])[C:25](=[O:29])[NH:24][CH:23]=5)[N:21]=4)=[O:14])[CH2:12][CH2:11]3)=[CH:9][C:4]=2[CH2:3][CH2:2]1. The reactants are [O:1]1[C:5]2[CH:6]=[CH:7][C:8]([C:10]3([C:13]([NH:15][C:16]4[N:21]=[C:20]([C:22]5[CH:23]=[N:24][C:25]([O:29]C)=[C:26]([CH3:28])[CH:27]=5)[C:19]([CH3:31])=[CH:18][CH:17]=4)=[O:14])[CH2:12][CH2:11]3)=[CH:9][C:4]=2[CH2:3][CH2:2]1.I[Si](C)(C)C. The yield is 0.760. The catalyst is C(#N)C. (2) The reactants are [C:1]([NH:4][C:5]1[N:10]=[CH:9][C:8]([NH:11][CH:12]2[CH2:17][CH2:16][N:15]([C@H:18]([CH3:32])[CH2:19][CH2:20][NH:21][C:22]([C:24]3[C:25]([CH3:31])=[N:26][CH:27]=[N:28][C:29]=3[CH3:30])=[O:23])[CH2:14][CH2:13]2)=[CH:7][CH:6]=1)(=[O:3])[CH3:2].Br[CH2:34][C:35]1[CH:39]=[CH:38][S:37][CH:36]=1. No catalyst specified. The product is [C:1]([NH:4][C:5]1[N:10]=[CH:9][C:8]([N:11]([CH2:34][C:35]2[CH:39]=[CH:38][S:37][CH:36]=2)[CH:12]2[CH2:13][CH2:14][N:15]([C@H:18]([CH3:32])[CH2:19][CH2:20][NH:21][C:22]([C:24]3[C:25]([CH3:31])=[N:26][CH:27]=[N:28][C:29]=3[CH3:30])=[O:23])[CH2:16][CH2:17]2)=[CH:7][CH:6]=1)(=[O:3])[CH3:2]. The yield is 0.210. (3) The reactants are C([O:3][C:4]([CH:6]1[CH:11]([C:12]2[S:13][CH:14]=[CH:15][CH:16]=2)[CH2:10][CH2:9][N:8]([CH2:17][C:18]2[CH:23]=[CH:22][CH:21]=[CH:20][CH:19]=2)[CH2:7]1)=[O:5])C. The catalyst is Cl. The product is [CH2:17]([N:8]1[CH2:9][CH2:10][CH:11]([C:12]2[S:13][CH:14]=[CH:15][CH:16]=2)[CH:6]([C:4]([OH:5])=[O:3])[CH2:7]1)[C:18]1[CH:23]=[CH:22][CH:21]=[CH:20][CH:19]=1. The yield is 1.00. (4) The reactants are Cl.[F:2][C:3]1[CH:8]=[CH:7][C:6]([C:9](=[O:23])[CH:10]([NH2:22])[CH2:11][C:12]2[CH:17]=[CH:16][C:15]([C:18]([F:21])([F:20])[F:19])=[CH:14][CH:13]=2)=[CH:5][CH:4]=1.[S:24]1[CH:28]=[CH:27][CH:26]=[C:25]1[CH2:29][CH2:30][CH2:31][C:32](O)=[O:33].Cl.C(N=C=NCCCN(C)C)C.ON1C2C=CC=CC=2N=N1.C1CCN2C(=NCCC2)CC1.Cl. The catalyst is CN(C)C=O.O. The product is [F:2][C:3]1[CH:4]=[CH:5][C:6]([C:9](=[O:23])[CH:10]([NH:22][C:32](=[O:33])[CH2:31][CH2:30][CH2:29][C:25]2[S:24][CH:28]=[CH:27][CH:26]=2)[CH2:11][C:12]2[CH:17]=[CH:16][C:15]([C:18]([F:21])([F:20])[F:19])=[CH:14][CH:13]=2)=[CH:7][CH:8]=1. The yield is 0.560. (5) The reactants are COCCO[Si](OCCOC)(OCCOC)C=C.C(NC(C)C)(C)C.[Li+].CC([N-]C(C)C)C.[F:34][C:35]1[CH:49]=[CH:48][C:38]([CH2:39][C:40]2[CH:44]=[CH:43][O:42][C:41]=2[C:45]([OH:47])=[O:46])=[CH:37][CH:36]=1.[C:50]([O:54][C:55](=O)[O:56]C(C)(C)C)([CH3:53])([CH3:52])[CH3:51]. The catalyst is O.O1CCCC1. The product is [C:50]([O:54][C:55]([C:43]1[O:42][C:41]([C:45]([OH:47])=[O:46])=[C:40]([CH2:39][C:38]2[CH:48]=[CH:49][C:35]([F:34])=[CH:36][CH:37]=2)[CH:44]=1)=[O:56])([CH3:53])([CH3:52])[CH3:51]. The yield is 0.961.